From a dataset of Forward reaction prediction with 1.9M reactions from USPTO patents (1976-2016). Predict the product of the given reaction. (1) The product is: [N:3]1([C:1]([N:23]2[CH2:24][C:25]3[C:34](=[O:35])[C:33]4[CH:32]=[CH:31][CH:30]=[CH:29][C:28]=4[NH:27][C:26]=3[CH:22]2[C:17]2[CH:18]=[CH:19][C:20]3[O:21][CH2:13][O:14][C:15]=3[CH:16]=2)=[S:2])[CH:7]=[CH:6][N:5]=[CH:4]1. Given the reactants [C:1](N1C=CN=C1)([N:3]1[CH:7]=[CH:6][N:5]=[CH:4]1)=[S:2].[CH2:13]1[O:21][C:20]2[CH:19]=[CH:18][C:17]([CH:22]3[C:26]4[NH:27][C:28]5[CH:29]=[CH:30][CH:31]=[CH:32][C:33]=5[C:34](=[O:35])[C:25]=4[CH2:24][NH:23]3)=[CH:16][C:15]=2[O:14]1, predict the reaction product. (2) Given the reactants [CH3:1][N:2]([C:6]1[CH:11]=[CH:10][CH:9]=[CH:8][CH:7]=1)[C:3](=[O:5])[CH3:4].[SH:12]([O:15]Cl)(=O)=[O:13].[Cl:17]CCl, predict the reaction product. The product is: [CH3:1][N:2]([C:6]1[CH:11]=[CH:10][C:9]([S:12]([Cl:17])(=[O:15])=[O:13])=[CH:8][CH:7]=1)[C:3](=[O:5])[CH3:4]. (3) Given the reactants [NH2:1][C:2]1[CH:10]=[C:9]([F:11])[CH:8]=[CH:7][C:3]=1[C:4]([NH2:6])=[O:5].[C:12](OCC)(=O)[C:13]([O:15][CH2:16][CH3:17])=[O:14], predict the reaction product. The product is: [F:11][C:9]1[CH:10]=[C:2]2[C:3]([C:4]([OH:5])=[N:6][C:12]([C:13]([O:15][CH2:16][CH3:17])=[O:14])=[N:1]2)=[CH:7][CH:8]=1. (4) The product is: [OH:24][CH2:23][C:19]1[CH:18]=[C:17]2[C:22](=[CH:21][CH:20]=1)[CH:14]([NH:13][S:10]([CH:8]([CH3:9])[CH3:7])(=[O:12])=[O:11])[CH2:15][CH2:16]2. Given the reactants [H-].[Al+3].[Li+].[H-].[H-].[H-].[CH3:7][CH:8]([S:10]([NH:13][CH:14]1[C:22]2[C:17](=[CH:18][C:19]([C:23](OC)=[O:24])=[CH:20][CH:21]=2)[CH2:16][CH2:15]1)(=[O:12])=[O:11])[CH3:9], predict the reaction product. (5) Given the reactants [NH2:1][C:2]1[CH:7]=[CH:6][C:5]([C:8]([N:10]2[CH2:15][CH2:14][N:13]([CH2:16][C:17]3[CH:22]=[CH:21][C:20]([C:23]([OH:32])([C:28]([F:31])([F:30])[F:29])[C:24]([F:27])([F:26])[F:25])=[CH:19][CH:18]=3)[CH2:12][CH2:11]2)=[O:9])=[CH:4][C:3]=1[O:33][C:34]([F:37])([F:36])[F:35].[N:38]1[CH:43]=[CH:42][C:41]([NH:44][C:45](=O)[O:46]C2C=CC=CC=2)=[CH:40][CH:39]=1, predict the reaction product. The product is: [F:27][C:24]([F:25])([F:26])[C:23]([C:20]1[CH:21]=[CH:22][C:17]([CH2:16][N:13]2[CH2:14][CH2:15][N:10]([C:8]([C:5]3[CH:6]=[CH:7][C:2]([NH:1][C:45]([NH:44][C:41]4[CH:42]=[CH:43][N:38]=[CH:39][CH:40]=4)=[O:46])=[C:3]([O:33][C:34]([F:36])([F:37])[F:35])[CH:4]=3)=[O:9])[CH2:11][CH2:12]2)=[CH:18][CH:19]=1)([OH:32])[C:28]([F:29])([F:30])[F:31]. (6) Given the reactants Br[C:2]1[CH:7]=[CH:6][N:5]([CH:8]([CH2:14][CH:15]2[CH2:17][CH2:16]2)[C:9]([O:11][CH2:12][CH3:13])=[O:10])[C:4](=[O:18])[CH:3]=1.[Cl:19][C:20]1[CH:21]=[CH:22][C:23]([C:29]([F:32])([F:31])[F:30])=[C:24](B(O)O)[CH:25]=1, predict the reaction product. The product is: [Cl:19][C:20]1[CH:21]=[CH:22][C:23]([C:29]([F:30])([F:31])[F:32])=[C:24]([C:2]2[CH:7]=[CH:6][N:5]([CH:8]([CH2:14][CH:15]3[CH2:17][CH2:16]3)[C:9]([O:11][CH2:12][CH3:13])=[O:10])[C:4](=[O:18])[CH:3]=2)[CH:25]=1. (7) Given the reactants [CH3:1][C:2]1[CH2:7][CH2:6][CH2:5][C:4]([CH3:9])([CH3:8])[C:3]=1[CH:10]=O.[F:12][C:13]1[CH:19]=[CH:18][C:16](N)=[CH:15][C:14]=1[CH3:20].C([BH3-])#[N:22].[Na+].[Cl-].[NH4+], predict the reaction product. The product is: [F:12][C:13]1[CH:19]=[C:18]([CH:16]=[CH:15][C:14]=1[CH3:20])[NH:22][CH2:10][C:3]1[C:4]([CH3:9])([CH3:8])[CH2:5][CH2:6][CH2:7][C:2]=1[CH3:1]. (8) The product is: [CH3:23][N:21]([CH3:22])[C:18]1[CH:17]=[CH:16][C:15]([C:13]2[CH:14]=[C:9]3[C:8]([C:40]4[C:44]([CH3:45])=[CH:43][S:42][CH:41]=4)=[CH:7][NH:6][C:10]3=[N:11][CH:12]=2)=[CH:20][CH:19]=1. Given the reactants C([Si](C)(C)[N:6]1[C:10]2=[N:11][CH:12]=[C:13]([C:15]3[CH:20]=[CH:19][C:18]([N:21]([CH3:23])[CH3:22])=[CH:17][CH:16]=3)[CH:14]=[C:9]2[C:8]([Sn](CCCC)(CCCC)CCCC)=[CH:7]1)(C)(C)C.Br[C:40]1[C:44]([CH3:45])=[CH:43][S:42][CH:41]=1.C1(C)C=CC=CC=1P(C1C=CC=CC=1C)C1C=CC=CC=1C, predict the reaction product. (9) Given the reactants [Cl:1][SiH2:2][Cl:3].[CH:4]12[CH2:10][CH:7]([CH2:8][CH2:9]1)[CH:6]=[CH:5]2.N1C=CN=C1.C[Si](C)([C:19]12[CH2:25][CH:22]([CH2:23][CH2:24]1)[CH2:21][CH2:20]2)Cl, predict the reaction product. The product is: [CH:4]12[CH2:10][CH:7]([CH2:8][CH2:9]1)[CH2:6][CH:5]2[Si:2]([CH:20]1[CH2:21][CH:22]2[CH2:25][CH:19]1[CH2:24][CH2:23]2)([Cl:3])[Cl:1].